This data is from CYP1A2 inhibition data for predicting drug metabolism from PubChem BioAssay. The task is: Regression/Classification. Given a drug SMILES string, predict its absorption, distribution, metabolism, or excretion properties. Task type varies by dataset: regression for continuous measurements (e.g., permeability, clearance, half-life) or binary classification for categorical outcomes (e.g., BBB penetration, CYP inhibition). Dataset: cyp1a2_veith. (1) The compound is Cc1ccccc1-c1nc(-c2ccc(NC(=O)c3cccs3)cc2)no1. The result is 1 (inhibitor). (2) The drug is CCN(CC)C(=O)CSc1nnc(-c2cc3ccccc3cc2O)n1CC. The result is 1 (inhibitor). (3) The result is 1 (inhibitor). The drug is Clc1ccccc1/C=C\c1ccnc2ccccc12. (4) The drug is F[B-](F)(F)F.OCC[NH+]=c1cc(-c2ccccc2)oc2ccc(Cl)cc12. The result is 1 (inhibitor). (5) The drug is CC(=O)Nc1nnc(CCN2CCCCC2)s1. The result is 0 (non-inhibitor).